This data is from Forward reaction prediction with 1.9M reactions from USPTO patents (1976-2016). The task is: Predict the product of the given reaction. (1) Given the reactants [C:1]([NH:4][C:5]1[C:10]2[CH2:11][CH2:12][O:13][C:9]=2[C:8]([C:14]([O:16]C)=[O:15])=[CH:7][CH:6]=1)(=[O:3])[CH3:2].[OH-].[Li+], predict the reaction product. The product is: [C:1]([NH:4][C:5]1[C:10]2[CH2:11][CH2:12][O:13][C:9]=2[C:8]([C:14]([OH:16])=[O:15])=[CH:7][CH:6]=1)(=[O:3])[CH3:2]. (2) Given the reactants [OH:1][CH2:2][C@@H:3]1[CH2:12][C:11]2[C:6](=[CH:7][CH:8]=[CH:9][CH:10]=2)[CH2:5][N:4]1[C:13]([C:15]1[CH:20]=[C:19]([N+:21]([O-:23])=[O:22])[CH:18]=[CH:17][C:16]=1[N:24]1[C:28]([CH3:29])=[CH:27][C:26]([C:30](O)=[O:31])=[N:25]1)=[O:14].[CH2:33]([NH:37][CH2:38][CH2:39][CH2:40][CH3:41])[CH2:34][CH2:35][CH3:36].CCN=C=NCCCN(C)C.Cl.C1C=CC2N(O)N=NC=2C=1, predict the reaction product. The product is: [CH2:33]([N:37]([CH2:38][CH2:39][CH2:40][CH3:41])[C:30]([C:26]1[CH:27]=[C:28]([CH3:29])[N:24]([C:16]2[CH:17]=[CH:18][C:19]([N+:21]([O-:23])=[O:22])=[CH:20][C:15]=2[C:13]([N:4]2[C@H:3]([CH2:2][OH:1])[CH2:12][C:11]3[C:6](=[CH:7][CH:8]=[CH:9][CH:10]=3)[CH2:5]2)=[O:14])[N:25]=1)=[O:31])[CH2:34][CH2:35][CH3:36]. (3) Given the reactants Cl.[NH2:2][OH:3].C[O-].[Na+].[C:7]([C:9]1[CH:10]=[CH:11][C:12]([NH2:19])=[C:13]([S:15]([NH2:18])(=O)=[O:16])[CH:14]=1)#[N:8].[OH2:20], predict the reaction product. The product is: [OH:3][NH:2][C:7]([C:9]1[CH:10]=[CH:11][C:12]([NH2:19])=[C:13]([S:15]([NH2:18])(=[O:16])=[O:20])[CH:14]=1)=[NH:8]. (4) The product is: [O:18]([CH2:17][C@@H:16]([OH:14])[CH2:15][NH:2][C@@H:3]([CH2:4][C:5]1[CH:10]=[CH:9][C:8]([OH:11])=[CH:7][CH:6]=1)[CH2:12][OH:13])[C:19]1[CH:24]=[CH:23][CH:22]=[CH:21][CH:20]=1. Given the reactants Cl.[NH2:2][C@H:3]([CH2:12][OH:13])[CH2:4][C:5]1[CH:10]=[CH:9][C:8]([OH:11])=[CH:7][CH:6]=1.[O:14]1[C@H:16]([CH2:17][O:18][C:19]2[CH:24]=[CH:23][CH:22]=[CH:21][CH:20]=2)[CH2:15]1.C(N(CC)C(C)C)(C)C, predict the reaction product. (5) Given the reactants [C:1]1([CH:7]([NH:11][C:12]2[CH:17]=[CH:16][CH:15]=[CH:14][CH:13]=2)[C:8]([OH:10])=[O:9])[CH:6]=[CH:5][CH:4]=[CH:3][CH:2]=1.C(Cl)CCl.C1C=CC2N(O)N=NC=2C=1.[CH3:32][N:33]1[CH:38]2[CH2:39][CH2:40][CH:34]1[CH2:35][CH:36](O)[CH2:37]2, predict the reaction product. The product is: [C:1]1([CH:7]([NH:11][C:12]2[CH:17]=[CH:16][CH:15]=[CH:14][CH:13]=2)[C:8]([O:10][CH:36]2[CH2:37][CH:38]3[N:33]([CH3:32])[CH:34]([CH2:40][CH2:39]3)[CH2:35]2)=[O:9])[CH:2]=[CH:3][CH:4]=[CH:5][CH:6]=1. (6) Given the reactants [Cl:1][C:2](Cl)([Cl:16])[CH:3](OC(=O)C)[C:4]1[CH:9]=[C:8]([F:10])[CH:7]=[CH:6][C:5]=1[F:11], predict the reaction product. The product is: [Cl:16][C:2]([Cl:1])=[CH:3][C:4]1[CH:9]=[C:8]([F:10])[CH:7]=[CH:6][C:5]=1[F:11]. (7) Given the reactants [C:1](N)(=[O:8])[C:2]1[CH:7]=[CH:6][CH:5]=[CH:4][CH:3]=1.C(S(O)(=O)=[O:15])(F)(F)F, predict the reaction product. The product is: [C:1]([OH:8])(=[O:15])[C:2]1[CH:7]=[CH:6][CH:5]=[CH:4][CH:3]=1. (8) Given the reactants BrC1C=NC2C3C=CC(C(OC)=O)=CC=3NC=2C=1.[Br:19][C:20]1[CH:21]=[C:22]([N+:36]([O-])=O)[C:23]([C:26]2[CH:31]=[CH:30][C:29]([S:32]([CH3:35])(=[O:34])=[O:33])=[CH:28][CH:27]=2)=[N:24][CH:25]=1, predict the reaction product. The product is: [Br:19][C:20]1[CH:25]=[N:24][C:23]2[C:26]3[CH:31]=[CH:30][C:29]([S:32]([CH3:35])(=[O:34])=[O:33])=[CH:28][C:27]=3[NH:36][C:22]=2[CH:21]=1. (9) Given the reactants [NH2:1][CH2:2][CH2:3][NH:4][CH2:5][C:6]([OH:8])=[O:7].[OH-:9].[Na+].[C:11](=[O:27])([O-])[O:12][C:13]1[CH:18]=[CH:17][C:16]([N+]([O-])=O)=[CH:15][C:14]=1[C:22](C)(C)C.Cl.[O:29]1[CH2:34][CH2:33][O:32]C[CH2:30]1, predict the reaction product. The product is: [C:11]([CH:2]([NH2:1])[CH2:3][NH:4][CH2:5][C:6]([OH:8])=[O:7])([O:12][C:13]([CH3:14])([CH3:18])[CH3:30])=[O:27].[CH:16]1[CH:15]=[C:14]2[C:22]([C:33]([OH:32])([OH:7])[C:34](=[O:29])[C:13]2=[CH:18][CH:17]=1)=[O:9].